Dataset: Full USPTO retrosynthesis dataset with 1.9M reactions from patents (1976-2016). Task: Predict the reactants needed to synthesize the given product. The reactants are: [NH2:1][C:2]1[CH:7]=[CH:6][C:5]([SH:8])=[CH:4][CH:3]=1.[CH3:9][S:10]S(C)(=O)=O. Given the product [CH:2]([NH2:1])([CH3:7])[CH3:3].[CH3:9][S:10][S:8][C:5]1[CH:6]=[CH:7][C:2]([NH2:1])=[CH:3][CH:4]=1, predict the reactants needed to synthesize it.